This data is from Reaction yield outcomes from USPTO patents with 853,638 reactions. The task is: Predict the reaction yield, written as a fraction of the theoretical maximum amount of product (1.0 means a 100% yield; for example, 0.34 means a 34% yield). (1) The reactants are Cl[C:2]1[N:7]=[C:6]([C:8]2[C:16]3[C:11](=[CH:12][CH:13]=[CH:14][CH:15]=3)[N:10]([S:17]([C:20]3[CH:25]=[CH:24][CH:23]=[CH:22][CH:21]=3)(=[O:19])=[O:18])[CH:9]=2)[C:5]([Cl:26])=[CH:4][N:3]=1.[Si:27]([O:34][CH:35]1[CH2:40][CH:39]([NH2:41])[CH2:38][CH:37]([NH2:42])[CH2:36]1)([C:30]([CH3:33])([CH3:32])[CH3:31])([CH3:29])[CH3:28].CCN(C(C)C)C(C)C. The catalyst is CN1C(=O)CCC1.CCOC(C)=O. The product is [Si:27]([O:34][CH:35]1[CH2:36][CH:37]([NH:42][C:2]2[N:7]=[C:6]([C:8]3[C:16]4[C:11](=[CH:12][CH:13]=[CH:14][CH:15]=4)[N:10]([S:17]([C:20]4[CH:25]=[CH:24][CH:23]=[CH:22][CH:21]=4)(=[O:18])=[O:19])[CH:9]=3)[C:5]([Cl:26])=[CH:4][N:3]=2)[CH2:38][CH:39]([NH2:41])[CH2:40]1)([C:30]([CH3:33])([CH3:32])[CH3:31])([CH3:29])[CH3:28]. The yield is 0.190. (2) The reactants are [Cl:1][C:2]1[CH:3]=[C:4]2[C:8](=[CH:9][CH:10]=1)[N:7]([C:11]1[CH:16]=[CH:15][CH:14]=[C:13]([C:17]([F:20])([F:19])[F:18])[CH:12]=1)[C:6]([CH:21]([NH:28][C:29]1[CH:34]=[CH:33][C:32]([C:35]([N:37]([CH3:45])[CH2:38][CH2:39][C:40]([O:42]CC)=[O:41])=[O:36])=[CH:31][CH:30]=1)[CH2:22][CH2:23][CH2:24][CH2:25][CH2:26][CH3:27])=[CH:5]2.O1CCCC1.[OH-].[Na+]. The catalyst is C(O)C. The product is [Cl:1][C:2]1[CH:3]=[C:4]2[C:8](=[CH:9][CH:10]=1)[N:7]([C:11]1[CH:16]=[CH:15][CH:14]=[C:13]([C:17]([F:20])([F:19])[F:18])[CH:12]=1)[C:6]([CH:21]([NH:28][C:29]1[CH:30]=[CH:31][C:32]([C:35]([N:37]([CH3:45])[CH2:38][CH2:39][C:40]([OH:42])=[O:41])=[O:36])=[CH:33][CH:34]=1)[CH2:22][CH2:23][CH2:24][CH2:25][CH2:26][CH3:27])=[CH:5]2. The yield is 0.920. (3) The reactants are [F:1][C:2]([F:22])([F:21])[CH2:3][O:4][C:5]1[CH:10]=[CH:9][C:8]([N:11]2[CH2:16][CH2:15][CH:14]3[CH2:17][NH:18][CH2:19][CH:13]3[C:12]2=[O:20])=[CH:7][CH:6]=1.I[C:24]1[CH:29]=[CH:28][CH:27]=[CH:26][C:25]=1[O:30]C.C(O[K])(C)(C)C.C(P(C(C)(C)C)C1C=CC=CC=1C1C=CC=CC=1)(C)(C)C.FB(F)F. The catalyst is C1(C)C=CC=CC=1.ClCCl.C1C=CC(/C=C/C(/C=C/C2C=CC=CC=2)=O)=CC=1.C1C=CC(/C=C/C(/C=C/C2C=CC=CC=2)=O)=CC=1.C1C=CC(/C=C/C(/C=C/C2C=CC=CC=2)=O)=CC=1.[Pd].[Pd].O. The product is [OH:30][C:25]1[CH:26]=[CH:27][CH:28]=[CH:29][C:24]=1[N:18]1[CH2:17][CH:14]2[CH:13]([C:12](=[O:20])[N:11]([C:8]3[CH:9]=[CH:10][C:5]([O:4][CH2:3][C:2]([F:1])([F:21])[F:22])=[CH:6][CH:7]=3)[CH2:16][CH2:15]2)[CH2:19]1. The yield is 0.690. (4) The reactants are [NH:1]1[C:9]2[C:4](=[CH:5][CH:6]=[CH:7][CH:8]=2)[C:3](C(N=[N+]=[N-])=O)=[N:2]1.[F:15][C:16]1[CH:21]=[CH:20][C:19]([N:22]2[CH2:27][CH2:26][NH:25][CH2:24][CH2:23]2)=[CH:18][CH:17]=1.O.C[N:30](C)[CH:31]=[O:32]. No catalyst specified. The product is [NH:1]1[C:9]2[C:4](=[CH:5][CH:6]=[CH:7][CH:8]=2)[C:3]([NH:30][C:31]([N:25]2[CH2:26][CH2:27][N:22]([C:19]3[CH:18]=[CH:17][C:16]([F:15])=[CH:21][CH:20]=3)[CH2:23][CH2:24]2)=[O:32])=[N:2]1. The yield is 0.180. (5) The product is [C:20]1([NH:19][C:2]2[CH:7]=[CH:6][CH:5]=[C:4]([C:8]3[N:9]([C:13]4[CH:18]=[CH:17][CH:16]=[CH:15][CH:14]=4)[CH:10]=[CH:11][N:12]=3)[CH:3]=2)[CH:25]=[CH:24][CH:23]=[CH:22][CH:21]=1. The catalyst is O.C1C=CC(/C=C/C(/C=C/C2C=CC=CC=2)=O)=CC=1.C1C=CC(/C=C/C(/C=C/C2C=CC=CC=2)=O)=CC=1.C1C=CC(/C=C/C(/C=C/C2C=CC=CC=2)=O)=CC=1.[Pd].[Pd]. The yield is 0.606. The reactants are Br[C:2]1[CH:3]=[C:4]([C:8]2[N:9]([C:13]3[CH:18]=[CH:17][CH:16]=[CH:15][CH:14]=3)[CH:10]=[CH:11][N:12]=2)[CH:5]=[CH:6][CH:7]=1.[NH2:19][C:20]1[CH:25]=[CH:24][CH:23]=[CH:22][CH:21]=1.CC(C)([O-])C.[Na+].C1(P(C2CCCCC2)C2C=CC=CC=2C2C(OC)=CC=CC=2OC)CCCCC1. (6) The reactants are [Cl:1][C:2]1[CH:7]=[C:6]([NH:8][C:9]2[CH:10]=[C:11]([CH:15]=[CH:16][CH:17]=2)C(O)=O)[C:5]([Cl:18])=[CH:4][N:3]=1.CN(C)CCCN=C=NCC.ON1C2C=CC=CC=2N=N1.[O:40]([CH3:42])[NH2:41].[CH3:43][O:44]N.C(N(C(C)C)CC)(C)C.C([O-])(O)=O.[Na+]. The catalyst is CN(C)C=O.C(Cl)Cl. The product is [Cl:1][C:2]1[CH:7]=[C:6]([NH:8][C:9]2[CH:17]=[CH:16][CH:15]=[CH:11][C:10]=2[C:43]([NH:41][O:40][CH3:42])=[O:44])[C:5]([Cl:18])=[CH:4][N:3]=1. The yield is 0.580.